From a dataset of NCI-60 drug combinations with 297,098 pairs across 59 cell lines. Regression. Given two drug SMILES strings and cell line genomic features, predict the synergy score measuring deviation from expected non-interaction effect. (1) Drug 1: COC1=C(C=C2C(=C1)N=CN=C2NC3=CC(=C(C=C3)F)Cl)OCCCN4CCOCC4. Drug 2: C1=NNC2=C1C(=O)NC=N2. Cell line: EKVX. Synergy scores: CSS=29.9, Synergy_ZIP=-5.91, Synergy_Bliss=-0.594, Synergy_Loewe=-10.2, Synergy_HSA=3.71. (2) Drug 1: CC1=C(N=C(N=C1N)C(CC(=O)N)NCC(C(=O)N)N)C(=O)NC(C(C2=CN=CN2)OC3C(C(C(C(O3)CO)O)O)OC4C(C(C(C(O4)CO)O)OC(=O)N)O)C(=O)NC(C)C(C(C)C(=O)NC(C(C)O)C(=O)NCCC5=NC(=CS5)C6=NC(=CS6)C(=O)NCCC[S+](C)C)O. Drug 2: CC(C)(C#N)C1=CC(=CC(=C1)CN2C=NC=N2)C(C)(C)C#N. Cell line: MDA-MB-435. Synergy scores: CSS=7.58, Synergy_ZIP=-4.10, Synergy_Bliss=-2.57, Synergy_Loewe=3.47, Synergy_HSA=1.62.